This data is from Peptide-MHC class I binding affinity with 185,985 pairs from IEDB/IMGT. The task is: Regression. Given a peptide amino acid sequence and an MHC pseudo amino acid sequence, predict their binding affinity value. This is MHC class I binding data. (1) The binding affinity (normalized) is 0.335. The peptide sequence is NVLSIAPI. The MHC is HLA-A68:02 with pseudo-sequence HLA-A68:02. (2) The peptide sequence is ESMMGSTAM. The MHC is HLA-A02:50 with pseudo-sequence HLA-A02:50. The binding affinity (normalized) is 0.0847. (3) The peptide sequence is EHAHNMRVM. The MHC is Mamu-A07 with pseudo-sequence Mamu-A07. The binding affinity (normalized) is 0.590.